From a dataset of Full USPTO retrosynthesis dataset with 1.9M reactions from patents (1976-2016). Predict the reactants needed to synthesize the given product. (1) Given the product [O:1]1[C:5]2[CH:6]=[CH:7][C:8]([C:10]3([C:13]([NH:47][C:48]4[CH:49]=[C:50]5[C:54](=[CH:55][CH:56]=4)[NH:53][C:52]([CH:57]([CH3:60])[CH2:58][OH:59])=[CH:51]5)=[O:15])[CH2:11][CH2:12]3)=[CH:9][C:4]=2[O:3][CH2:2]1, predict the reactants needed to synthesize it. The reactants are: [O:1]1[C:5]2[CH:6]=[CH:7][C:8]([C:10]3([C:13]([OH:15])=O)[CH2:12][CH2:11]3)=[CH:9][C:4]=2[O:3][CH2:2]1.CN(C(ON1N=NC2C=CC=CC1=2)=[N+](C)C)C.F[P-](F)(F)(F)(F)F.CCN(CC)CC.[NH2:47][C:48]1[CH:49]=[C:50]2[C:54](=[CH:55][CH:56]=1)[NH:53][C:52]([CH:57]([CH3:60])[CH2:58][OH:59])=[CH:51]2. (2) Given the product [F:24][C:2]([F:1])([F:23])[C:3]([NH:5][CH2:6][CH2:7][C:8]1[CH:9]=[CH:10][C:11]([S:14][C:15]2[CH:20]=[CH:19][C:18]([OH:21])=[CH:17][CH:16]=2)=[CH:12][CH:13]=1)=[O:4], predict the reactants needed to synthesize it. The reactants are: [F:1][C:2]([F:24])([F:23])[C:3]([NH:5][CH2:6][CH2:7][C:8]1[CH:13]=[CH:12][C:11]([S:14][C:15]2[CH:20]=[CH:19][C:18]([O:21]C)=[CH:17][CH:16]=2)=[CH:10][CH:9]=1)=[O:4].B(Br)(Br)Br. (3) Given the product [NH:1]1[C:5]2=[N:6][CH:7]=[CH:8][CH:9]=[C:4]2[C:3]([C:10]2[N:11]=[C:12]([CH2:15][NH2:16])[S:13][CH:14]=2)=[CH:2]1, predict the reactants needed to synthesize it. The reactants are: [NH:1]1[C:5]2=[N:6][CH:7]=[CH:8][CH:9]=[C:4]2[C:3]([C:10]2[N:11]=[C:12]([CH2:15][NH:16]C(=O)OC(C)(C)C)[S:13][CH:14]=2)=[CH:2]1.FC(F)(F)C(O)=O.C(Cl)Cl. (4) Given the product [Br:1][C:2]1[C:10]2[C:5](=[CH:6][CH:7]=[CH:8][C:9]=2[N+:11]([O-:13])=[O:12])[N:4]([CH2:16][C:17]2[CH:21]=[CH:20][N:19]([CH2:22][CH3:23])[N:18]=2)[N:3]=1, predict the reactants needed to synthesize it. The reactants are: [Br:1][C:2]1[C:10]2[C:5](=[CH:6][CH:7]=[CH:8][C:9]=2[N+:11]([O-:13])=[O:12])[NH:4][N:3]=1.Cl.Cl[CH2:16][C:17]1[CH:21]=[CH:20][N:19]([CH2:22][CH3:23])[N:18]=1.C([O-])([O-])=O.[K+].[K+]. (5) Given the product [Cl:1][C:2]1[CH:7]=[CH:6][CH:5]=[C:4]([C:8]([F:11])([F:10])[F:9])[C:3]=1[C:12]([N:14]1[C:22]2[C:17](=[C:18]([F:23])[CH:19]=[CH:20][CH:21]=2)[C:16]([N:28]2[CH2:29][CH2:30][CH:31]([C:32]([O:34][CH2:35][CH3:36])=[O:33])[CH:26]([OH:25])[CH2:27]2)=[N:15]1)=[O:13], predict the reactants needed to synthesize it. The reactants are: [Cl:1][C:2]1[CH:7]=[CH:6][CH:5]=[C:4]([C:8]([F:11])([F:10])[F:9])[C:3]=1[C:12]([N:14]1[C:22]2[C:17](=[C:18]([F:23])[CH:19]=[CH:20][CH:21]=2)[C:16](I)=[N:15]1)=[O:13].[OH:25][CH:26]1[CH:31]([C:32]([O:34][CH2:35][CH3:36])=[O:33])[CH2:30][CH2:29][NH:28][CH2:27]1.C([O-])([O-])=O.[Cs+].[Cs+].C(C1CCCCC1=O)(=O)C(C)C. (6) Given the product [CH3:31][C:25]1[CH:26]=[C:27]([CH3:30])[CH:28]=[CH:29][C:24]=1[C:14]1[C:15]2[CH:20]=[C:19]([C:21]3[N:23]=[CH:1][O:2][N:22]=3)[S:18][C:16]=2[N:17]=[C:12]([NH2:11])[N:13]=1, predict the reactants needed to synthesize it. The reactants are: [CH:1](OCC)(OCC)[O:2]CC.[NH2:11][C:12]1[N:13]=[C:14]([C:24]2[CH:29]=[CH:28][C:27]([CH3:30])=[CH:26][C:25]=2[CH3:31])[C:15]2[CH:20]=[C:19]([C:21]([NH2:23])=[NH:22])[S:18][C:16]=2[N:17]=1.B(F)(F)F.CCOCC.ClCCl. (7) Given the product [CH3:1][N:2]1[CH2:7][CH2:6][N:5]([C:8]2[C:13]([NH2:14])=[C:12]([NH2:17])[CH:11]=[CH:10][N:9]=2)[CH2:4][CH2:3]1, predict the reactants needed to synthesize it. The reactants are: [CH3:1][N:2]1[CH2:7][CH2:6][N:5]([C:8]2[C:13]([N+:14]([O-])=O)=[C:12]([NH2:17])[CH:11]=[CH:10][N:9]=2)[CH2:4][CH2:3]1.